This data is from Full USPTO retrosynthesis dataset with 1.9M reactions from patents (1976-2016). The task is: Predict the reactants needed to synthesize the given product. Given the product [CH3:26][O:27][C:28](=[O:31])[CH2:29][N:21]1[CH:25]=[CH:24][N:23]=[N:22]1, predict the reactants needed to synthesize it. The reactants are: [Li+].C[Si]([N-][Si](C)(C)C)(C)C.C[Si]([N-][Si](C)(C)C)(C)C.[K+].[NH:21]1[CH:25]=[CH:24][N:23]=[N:22]1.[CH3:26][O:27][C:28](=[O:31])[CH2:29]Br.